From a dataset of Catalyst prediction with 721,799 reactions and 888 catalyst types from USPTO. Predict which catalyst facilitates the given reaction. (1) Reactant: [I-].[C:2]([NH:15][CH2:16][CH2:17][CH2:18][N+:19]([CH3:22])([CH3:21])[CH3:20])(=[O:14])[CH2:3][CH2:4][CH2:5][CH2:6][CH2:7][CH2:8][CH2:9][CH2:10][CH2:11][CH2:12][CH3:13].[C:23]1([B-:29]([C:42]2[CH:47]=[CH:46][CH:45]=[CH:44][CH:43]=2)([C:36]2[CH:41]=[CH:40][CH:39]=[CH:38][CH:37]=2)[C:30]2[CH:35]=[CH:34][CH:33]=[CH:32][CH:31]=2)[CH:28]=[CH:27][CH:26]=[CH:25][CH:24]=1.[Na+]. Product: [C:42]1([B-:29]([C:23]2[CH:24]=[CH:25][CH:26]=[CH:27][CH:28]=2)([C:30]2[CH:31]=[CH:32][CH:33]=[CH:34][CH:35]=2)[C:36]2[CH:41]=[CH:40][CH:39]=[CH:38][CH:37]=2)[CH:43]=[CH:44][CH:45]=[CH:46][CH:47]=1.[C:2]([NH:15][CH2:16][CH2:17][CH2:18][N+:19]([CH3:22])([CH3:21])[CH3:20])(=[O:14])[CH2:3][CH2:4][CH2:5][CH2:6][CH2:7][CH2:8][CH2:9][CH2:10][CH2:11][CH2:12][CH3:13]. The catalyst class is: 24. (2) Reactant: [N:1]1[CH:6]=[CH:5][CH:4]=[CH:3][C:2]=1[CH2:7][N:8]([CH2:17][CH2:18][C:19]1[CH:24]=[CH:23][C:22]([S:25](=[O:28])(=[O:27])[NH2:26])=[CH:21][CH:20]=1)[CH2:9][C:10]([O:12]C(C)(C)C)=[O:11]. Product: [N:1]1[CH:6]=[CH:5][CH:4]=[CH:3][C:2]=1[CH2:7][N:8]([CH2:17][CH2:18][C:19]1[CH:20]=[CH:21][C:22]([S:25](=[O:28])(=[O:27])[NH2:26])=[CH:23][CH:24]=1)[CH2:9][C:10]([OH:12])=[O:11]. The catalyst class is: 157. (3) Reactant: [O:1]=[C:2]1[C:11]2[C:6](=[CH:7][C:8]([C:12]([OH:14])=O)=[CH:9][CH:10]=2)[NH:5][C:4](=[S:15])[N:3]1[C:16]1[CH:21]=[CH:20][N:19]=[CH:18][N:17]=1.[Cl:22][C:23]1[CH:30]=[CH:29][C:26]([CH2:27][NH2:28])=[CH:25][CH:24]=1.CCN(C(C)C)C(C)C.CN(C(ON1N=NC2C=CC=NC1=2)=[N+](C)C)C.F[P-](F)(F)(F)(F)F. Product: [Cl:22][C:23]1[CH:30]=[CH:29][C:26]([CH2:27][NH:28][C:12]([C:8]2[CH:7]=[C:6]3[C:11]([C:2](=[O:1])[N:3]([C:16]4[CH:21]=[CH:20][N:19]=[CH:18][N:17]=4)[C:4](=[S:15])[NH:5]3)=[CH:10][CH:9]=2)=[O:14])=[CH:25][CH:24]=1. The catalyst class is: 3. (4) Reactant: [Cl:1][C:2]1[CH:7]=[CH:6][C:5]([C:8]2[N:9]=[C:10]3[CH:15]=[C:14]([CH3:16])[CH:13]=[CH:12][N:11]3[C:17]=2[CH2:18][C:19]([OH:21])=O)=[CH:4][CH:3]=1.[CH2:22](CCN)[C:23]1[CH:28]=[CH:27][CH:26]=[CH:25][CH:24]=1.[CH3:32][CH2:33][N:34]=C=NCCCN(C)C.Cl. Product: [CH2:22]([N:34]([CH2:33][CH3:32])[C:19](=[O:21])[CH2:18][C:17]1[N:11]2[CH:12]=[CH:13][C:14]([CH3:16])=[CH:15][C:10]2=[N:9][C:8]=1[C:5]1[CH:6]=[CH:7][C:2]([Cl:1])=[CH:3][CH:4]=1)[C:23]1[CH:24]=[CH:25][CH:26]=[CH:27][CH:28]=1. The catalyst class is: 4. (5) Reactant: [NH2:1][C:2]1[S:6][N:5]=[C:4]([C:7]2[CH:12]=[CH:11][C:10]([NH2:13])=[CH:9][CH:8]=2)[C:3]=1[C:14]([NH2:16])=[O:15].C(N(CC)C(C)C)(C)C.[F:26][C:27]1[CH:32]=[CH:31][C:30]([CH3:33])=[CH:29][C:28]=1[N:34]=[C:35]=[O:36]. Product: [NH2:1][C:2]1[S:6][N:5]=[C:4]([C:7]2[CH:8]=[CH:9][C:10]([NH:13][C:35]([NH:34][C:28]3[CH:29]=[C:30]([CH3:33])[CH:31]=[CH:32][C:27]=3[F:26])=[O:36])=[CH:11][CH:12]=2)[C:3]=1[C:14]([NH2:16])=[O:15]. The catalyst class is: 12. (6) Reactant: C([O:3][C:4]([C:6]1[C:7]([C:22]2[CH:27]=[CH:26][C:25]([O:28][C:29]3[CH:34]=[CH:33][CH:32]=[CH:31][CH:30]=3)=[CH:24][CH:23]=2)=[N:8][N:9]([CH:11]2[CH2:14][N:13]([C:15]([O:17][C:18]([CH3:21])([CH3:20])[CH3:19])=[O:16])[CH2:12]2)[CH:10]=1)=[O:5])C.[Li+].[OH-]. Product: [C:18]([O:17][C:15]([N:13]1[CH2:14][CH:11]([N:9]2[CH:10]=[C:6]([C:4]([OH:5])=[O:3])[C:7]([C:22]3[CH:23]=[CH:24][C:25]([O:28][C:29]4[CH:34]=[CH:33][CH:32]=[CH:31][CH:30]=4)=[CH:26][CH:27]=3)=[N:8]2)[CH2:12]1)=[O:16])([CH3:21])([CH3:19])[CH3:20]. The catalyst class is: 88. (7) The catalyst class is: 24. Reactant: [C:1]([O:5][C:6]([NH:8][CH2:9][C:10]#[C:11][C:12]1[CH:21]=[CH:20][C:15]([C:16]([O:18]C)=[O:17])=[CH:14][CH:13]=1)=[O:7])([CH3:4])([CH3:3])[CH3:2].[OH-].[Na+]. Product: [C:1]([O:5][C:6]([NH:8][CH2:9][C:10]#[C:11][C:12]1[CH:21]=[CH:20][C:15]([C:16]([OH:18])=[O:17])=[CH:14][CH:13]=1)=[O:7])([CH3:4])([CH3:2])[CH3:3]. (8) Reactant: C([Si](C)(C)[O:6][CH2:7][C@@H:8]1[C@@H:13]([O:14][CH2:15][C:16]2[CH:21]=[CH:20][CH:19]=[CH:18][CH:17]=2)[C@H:12]([O:22][CH2:23][C:24]2[CH:29]=[CH:28][CH:27]=[CH:26][CH:25]=2)[C@@H:11]([O:30][CH2:31][C:32]2[CH:37]=[CH:36][CH:35]=[CH:34][CH:33]=2)[C@@:10]([C:40]2[CH:45]=[CH:44][C:43]([Cl:46])=[C:42]([CH2:47][C:48]3[CH:53]=[CH:52][C:51]([O:54][CH2:55][CH3:56])=[CH:50][CH:49]=3)[CH:41]=2)([O:38][CH3:39])[O:9]1)(C)(C)C.[F-].C([N+](CCCC)(CCCC)CCCC)CCC. Product: [CH2:15]([O:14][C@H:13]1[C@H:12]([O:22][CH2:23][C:24]2[CH:25]=[CH:26][CH:27]=[CH:28][CH:29]=2)[C@@H:11]([O:30][CH2:31][C:32]2[CH:37]=[CH:36][CH:35]=[CH:34][CH:33]=2)[C@@:10]([C:40]2[CH:45]=[CH:44][C:43]([Cl:46])=[C:42]([CH2:47][C:48]3[CH:49]=[CH:50][C:51]([O:54][CH2:55][CH3:56])=[CH:52][CH:53]=3)[CH:41]=2)([O:38][CH3:39])[O:9][C@@H:8]1[CH2:7][OH:6])[C:16]1[CH:21]=[CH:20][CH:19]=[CH:18][CH:17]=1. The catalyst class is: 7.